From a dataset of Full USPTO retrosynthesis dataset with 1.9M reactions from patents (1976-2016). Predict the reactants needed to synthesize the given product. (1) Given the product [Br:8][C:5]1[CH:6]=[CH:7][C:2]([O:17][CH:14]2[CH2:15][CH2:16][N:12]([CH:9]([CH3:11])[CH3:10])[CH2:13]2)=[N:3][CH:4]=1, predict the reactants needed to synthesize it. The reactants are: Br[C:2]1[CH:7]=[CH:6][C:5]([Br:8])=[CH:4][N:3]=1.[CH:9]([N:12]1[CH2:16][CH2:15][CH:14]([OH:17])[CH2:13]1)([CH3:11])[CH3:10]. (2) Given the product [F:24][C:25]1[CH:26]=[C:27]([CH:30]=[CH:31][CH:32]=1)[CH2:28][O:29][C:3]1[N:8]=[C:7]([C:9]2[CH:14]=[CH:13][C:12]([Cl:15])=[CH:11][C:10]=2[Cl:16])[C:6]([C:17]2[CH:22]=[CH:21][C:20]([Cl:23])=[CH:19][CH:18]=2)=[CH:5][N:4]=1, predict the reactants needed to synthesize it. The reactants are: CS[C:3]1[N:8]=[C:7]([C:9]2[CH:14]=[CH:13][C:12]([Cl:15])=[CH:11][C:10]=2[Cl:16])[C:6]([C:17]2[CH:22]=[CH:21][C:20]([Cl:23])=[CH:19][CH:18]=2)=[CH:5][N:4]=1.[F:24][C:25]1[CH:26]=[C:27]([CH:30]=[CH:31][CH:32]=1)[CH2:28][OH:29]. (3) Given the product [CH3:14][O:15][C:16]1[CH:17]=[C:18]([CH2:24][CH2:25][NH:26][C:11](=[O:13])[CH2:10][CH2:9][C:4]2[CH:5]=[CH:6][CH:7]=[CH:8][C:3]=2[O:2][CH3:1])[CH:19]=[CH:20][C:21]=1[O:22][CH3:23], predict the reactants needed to synthesize it. The reactants are: [CH3:1][O:2][C:3]1[CH:8]=[CH:7][CH:6]=[CH:5][C:4]=1[CH2:9][CH2:10][C:11]([OH:13])=O.[CH3:14][O:15][C:16]1[CH:17]=[C:18]([CH2:24][CH2:25][NH2:26])[CH:19]=[CH:20][C:21]=1[O:22][CH3:23]. (4) Given the product [Br:1][C:2]1[CH:3]=[C:4]([CH:9]([OH:11])[CH3:10])[CH:5]=[CH:6][C:7]=1[F:8], predict the reactants needed to synthesize it. The reactants are: [Br:1][C:2]1[CH:3]=[C:4]([C:9](=[O:11])[CH3:10])[CH:5]=[CH:6][C:7]=1[F:8].[BH4-].[Na+]. (5) Given the product [F:1][C:2]1[C:3]([C:22]([NH:24][CH2:25][C:26]2([C:32]3[CH:33]=[CH:34][N:35]=[CH:36][CH:37]=3)[CH2:27][CH2:28][N:29]([C:39]([O:41][CH2:42][CH2:43][O:44][CH3:45])=[O:40])[CH2:30][CH2:31]2)=[O:23])=[N:4][CH:5]=[CH:6][C:7]=1[S:8][C:9]1[S:13][C:12]([NH:14][C:15]2[CH:20]=[C:19]([CH3:21])[CH:18]=[CH:17][N:16]=2)=[N:11][CH:10]=1, predict the reactants needed to synthesize it. The reactants are: [F:1][C:2]1[C:3]([C:22]([NH:24][CH2:25][C:26]2([C:32]3[CH:37]=[CH:36][N:35]=[CH:34][CH:33]=3)[CH2:31][CH2:30][NH:29][CH2:28][CH2:27]2)=[O:23])=[N:4][CH:5]=[CH:6][C:7]=1[S:8][C:9]1[S:13][C:12]([NH:14][C:15]2[CH:20]=[C:19]([CH3:21])[CH:18]=[CH:17][N:16]=2)=[N:11][CH:10]=1.Cl[C:39]([O:41][CH2:42][CH2:43][O:44][CH3:45])=[O:40]. (6) Given the product [F:23][C:20]([F:21])([F:22])[C:17]1[CH:18]=[CH:19][C:14]([N:12]2[CH:13]=[C:9]([C:7]([OH:8])=[O:6])[CH:10]=[N:11]2)=[N:15][CH:16]=1, predict the reactants needed to synthesize it. The reactants are: O.[OH-].[Na+].C([O:6][C:7]([C:9]1[CH:10]=[N:11][N:12]([C:14]2[CH:19]=[CH:18][C:17]([C:20]([F:23])([F:22])[F:21])=[CH:16][N:15]=2)[CH:13]=1)=[O:8])C.Cl.